From a dataset of NCI-60 drug combinations with 297,098 pairs across 59 cell lines. Regression. Given two drug SMILES strings and cell line genomic features, predict the synergy score measuring deviation from expected non-interaction effect. (1) Drug 1: C1C(C(OC1N2C=C(C(=O)NC2=O)F)CO)O. Drug 2: CC1C(C(CC(O1)OC2CC(CC3=C2C(=C4C(=C3O)C(=O)C5=C(C4=O)C(=CC=C5)OC)O)(C(=O)CO)O)N)O.Cl. Cell line: KM12. Synergy scores: CSS=28.3, Synergy_ZIP=-8.43, Synergy_Bliss=-6.90, Synergy_Loewe=-5.26, Synergy_HSA=-0.206. (2) Drug 1: C1CC(=O)NC(=O)C1N2CC3=C(C2=O)C=CC=C3N. Drug 2: CC1=C(C(CCC1)(C)C)C=CC(=CC=CC(=CC(=O)O)C)C. Cell line: COLO 205. Synergy scores: CSS=-9.37, Synergy_ZIP=5.96, Synergy_Bliss=-0.414, Synergy_Loewe=-9.43, Synergy_HSA=-10.3. (3) Drug 1: CC1C(C(=O)NC(C(=O)N2CCCC2C(=O)N(CC(=O)N(C(C(=O)O1)C(C)C)C)C)C(C)C)NC(=O)C3=C4C(=C(C=C3)C)OC5=C(C(=O)C(=C(C5=N4)C(=O)NC6C(OC(=O)C(N(C(=O)CN(C(=O)C7CCCN7C(=O)C(NC6=O)C(C)C)C)C)C(C)C)C)N)C. Drug 2: CC1C(C(CC(O1)OC2CC(CC3=C2C(=C4C(=C3O)C(=O)C5=CC=CC=C5C4=O)O)(C(=O)C)O)N)O. Cell line: MDA-MB-231. Synergy scores: CSS=44.4, Synergy_ZIP=20.9, Synergy_Bliss=20.4, Synergy_Loewe=20.9, Synergy_HSA=21.2. (4) Drug 1: CN1CCC(CC1)COC2=C(C=C3C(=C2)N=CN=C3NC4=C(C=C(C=C4)Br)F)OC. Drug 2: C1=CN(C=N1)CC(O)(P(=O)(O)O)P(=O)(O)O. Cell line: A498. Synergy scores: CSS=12.3, Synergy_ZIP=-1.83, Synergy_Bliss=2.73, Synergy_Loewe=-4.95, Synergy_HSA=2.65. (5) Drug 1: C1=NC2=C(N=C(N=C2N1C3C(C(C(O3)CO)O)O)F)N. Drug 2: C1CC(C1)(C(=O)O)C(=O)O.[NH2-].[NH2-].[Pt+2]. Cell line: LOX IMVI. Synergy scores: CSS=13.8, Synergy_ZIP=-3.58, Synergy_Bliss=1.27, Synergy_Loewe=-0.612, Synergy_HSA=-1.53. (6) Drug 1: COC1=CC(=CC(=C1O)OC)C2C3C(COC3=O)C(C4=CC5=C(C=C24)OCO5)OC6C(C(C7C(O6)COC(O7)C8=CC=CS8)O)O. Drug 2: C1=CC=C(C(=C1)C(C2=CC=C(C=C2)Cl)C(Cl)Cl)Cl. Cell line: HS 578T. Synergy scores: CSS=34.8, Synergy_ZIP=10.5, Synergy_Bliss=10.4, Synergy_Loewe=-5.63, Synergy_HSA=10.6.